This data is from Reaction yield outcomes from USPTO patents with 853,638 reactions. The task is: Predict the reaction yield, written as a fraction of the theoretical maximum amount of product (1.0 means a 100% yield; for example, 0.34 means a 34% yield). (1) The reactants are [N+:1]([O-:4])(O)=[O:2].[CH3:5][C:6]1[C:10]([C:11]([NH:13][C:14]2[CH:19]=[CH:18][C:17]([CH2:20][C:21]([O:23][CH2:24][CH3:25])=[O:22])=[CH:16][CH:15]=2)=[O:12])=[C:9]([CH3:26])[O:8][N:7]=1. The catalyst is FC(F)(F)C(OC(=O)C(F)(F)F)=O. The product is [CH3:5][C:6]1[C:10]([C:11]([NH:13][C:14]2[CH:19]=[CH:18][C:17]([CH2:20][C:21]([O:23][CH2:24][CH3:25])=[O:22])=[CH:16][C:15]=2[N+:1]([O-:4])=[O:2])=[O:12])=[C:9]([CH3:26])[O:8][N:7]=1. The yield is 0.786. (2) The reactants are [NH2:1][C:2]1[N:7]=[CH:6][C:5]([C:8]2[CH:9]=[C:10]([NH2:19])[C:11]([NH:14][C:15]([CH3:18])([CH3:17])[CH3:16])=[CH:12][CH:13]=2)=[CH:4][N:3]=1.[Cl:20][C:21]1[CH:22]=[CH:23][C:24]([C:29]2[O:33][N:32]=[C:31]([CH3:34])[N:30]=2)=[C:25]([CH:28]=1)[CH:26]=O.OOS([O-])=O.[K+]. The catalyst is CN(C=O)C.O. The product is [C:15]([N:14]1[C:11]2[CH:12]=[CH:13][C:8]([C:5]3[CH:4]=[N:3][C:2]([NH2:1])=[N:7][CH:6]=3)=[CH:9][C:10]=2[N:19]=[C:26]1[C:25]1[CH:28]=[C:21]([Cl:20])[CH:22]=[CH:23][C:24]=1[C:29]1[O:33][N:32]=[C:31]([CH3:34])[N:30]=1)([CH3:16])([CH3:18])[CH3:17]. The yield is 0.450. (3) The reactants are C(O)C.[O-]CC.[Na+].[C:8]([O:15][CH2:16][CH3:17])(=[O:14])[C:9](OCC)=O.[C:18](#[N:20])[CH3:19].[NH:21]([C:23]1[CH:28]=[CH:27][CH:26]=[CH:25][N:24]=1)[NH2:22].S(=O)(=O)(O)O. The catalyst is C(OCC)C.O. The product is [NH2:20][C:18]1[N:21]([C:23]2[CH:28]=[CH:27][CH:26]=[CH:25][N:24]=2)[N:22]=[C:9]([C:8]([O:15][CH2:16][CH3:17])=[O:14])[CH:19]=1. The yield is 0.450. (4) The reactants are [CH2:1]([O:3][C:4](=[O:24])[CH:5]([CH2:17][C:18]1[CH:23]=[CH:22][N:21]=[CH:20][N:19]=1)[C:6]([NH:8][C:9]1[CH:14]=[CH:13][C:12]([I:15])=[CH:11][C:10]=1[F:16])=O)[CH3:2].O(Cl)Cl.[P+5]. The catalyst is C1(C)C=CC=CC=1. The product is [CH2:1]([O:3][C:4]([C:5]1[CH:17]=[C:18]2[CH:23]=[CH:22][N:21]=[CH:20][N:19]2[C:6]=1[NH:8][C:9]1[CH:14]=[CH:13][C:12]([I:15])=[CH:11][C:10]=1[F:16])=[O:24])[CH3:2]. The yield is 0.160. (5) The reactants are CO[C:3](=[O:24])[C:4]1[CH:9]=[CH:8][C:7]([O:10][CH2:11][C:12]2[C:13]([C:18]3[CH:23]=[CH:22][CH:21]=[CH:20][CH:19]=3)=[N:14][O:15][C:16]=2[CH3:17])=[N:6][CH:5]=1.[NH:25]1[CH2:31][CH2:30][CH2:29][C@H:26]1[CH2:27][OH:28]. No catalyst specified. The product is [OH:28][CH2:27][C@@H:26]1[CH2:29][CH2:30][CH2:31][N:25]1[C:3]([C:4]1[CH:5]=[N:6][C:7]([O:10][CH2:11][C:12]2[C:13]([C:18]3[CH:19]=[CH:20][CH:21]=[CH:22][CH:23]=3)=[N:14][O:15][C:16]=2[CH3:17])=[CH:8][CH:9]=1)=[O:24]. The yield is 0.840. (6) The reactants are Cl.Cl.[NH2:3][C@H:4]1[CH:9]2[CH2:10][CH2:11][N:6]([CH2:7][CH2:8]2)[CH2:5]1.O=[CH:13][CH2:14][C:15]1[C:23]2[C:22]([C:24]([O:26][CH3:27])=[O:25])=[CH:21][CH:20]=[CH:19][C:18]=2[N:17]([S:28]([C:31]2[CH:36]=[CH:35][CH:34]=[CH:33][CH:32]=2)(=[O:30])=[O:29])[CH:16]=1.C(O[BH-](OC(=O)C)OC(=O)C)(=O)C.[Na+]. The catalyst is C(O)(=O)C.ClCCl. The product is [C:31]1([S:28]([N:17]2[C:18]3[CH:19]=[CH:20][CH:21]=[C:22]([C:24]([O:26][CH3:27])=[O:25])[C:23]=3[C:15]([CH2:14][CH2:13][NH:3][C@H:4]3[CH:9]4[CH2:10][CH2:11][N:6]([CH2:7][CH2:8]4)[CH2:5]3)=[CH:16]2)(=[O:29])=[O:30])[CH:32]=[CH:33][CH:34]=[CH:35][CH:36]=1. The yield is 0.400. (7) The yield is 0.710. The catalyst is O1CCCC1. The reactants are [H-].[Al+3].[Li+].[H-].[H-].[H-].[CH3:7][N:8]([C:15]1[CH:20]=[CH:19][C:18]([CH:21]([C:27](OCC)=[O:28])[C:22](OCC)=[O:23])=[CH:17][CH:16]=1)[C:9]1[CH:14]=[CH:13][CH:12]=[CH:11][CH:10]=1.O. The product is [CH3:7][N:8]([C:15]1[CH:16]=[CH:17][C:18]([CH:21]([CH2:27][OH:28])[CH2:22][OH:23])=[CH:19][CH:20]=1)[C:9]1[CH:14]=[CH:13][CH:12]=[CH:11][CH:10]=1. (8) The reactants are [Cl:1][C:2]1[CH:15]=[CH:14][CH:13]=[CH:12][C:3]=1[CH2:4][CH:5]1[NH:9][C:8](=[O:10])[NH:7][C:6]1=[O:11].CN(C=O)C.C([O-])([O-])=O.[K+].[K+].[CH3:27][O:28][C:29]1[CH:36]=[CH:35][C:32]([CH2:33]Cl)=[CH:31][CH:30]=1. The catalyst is O. The product is [Cl:1][C:2]1[CH:15]=[CH:14][CH:13]=[CH:12][C:3]=1[CH2:4][CH:5]1[NH:9][C:8](=[O:10])[N:7]([CH2:33][C:32]2[CH:35]=[CH:36][C:29]([O:28][CH3:27])=[CH:30][CH:31]=2)[C:6]1=[O:11]. The yield is 0.900.